This data is from Full USPTO retrosynthesis dataset with 1.9M reactions from patents (1976-2016). The task is: Predict the reactants needed to synthesize the given product. (1) Given the product [CH:44]([Si:40]([C:39]#[C:38][B-:13]([C:14]#[C:15][Si:16]([CH:17]([CH3:19])[CH3:18])([CH:20]([CH3:22])[CH3:21])[CH:23]([CH3:25])[CH3:24])([C:12]#[C:11][Si:4]([CH:1]([CH3:3])[CH3:2])([CH:5]([CH3:7])[CH3:6])[CH:8]([CH3:10])[CH3:9])[C:26]#[C:27][Si:28]([CH:35]([CH3:36])[CH3:37])([CH:32]([CH3:33])[CH3:34])[CH:29]([CH3:30])[CH3:31])([CH:41]([CH3:43])[CH3:42])[CH:47]([CH3:48])[CH3:49])([CH3:45])[CH3:46].[CH3:52][NH+:53]([C:55]1[CH:60]=[CH:59][CH:58]=[CH:57][CH:56]=1)[CH3:54], predict the reactants needed to synthesize it. The reactants are: [CH:1]([Si:4]([C:11]#[C:12][B-:13]([C:38]#[C:39][Si:40]([CH:47]([CH3:49])[CH3:48])([CH:44]([CH3:46])[CH3:45])[CH:41]([CH3:43])[CH3:42])([C:26]#[C:27][Si:28]([CH:35]([CH3:37])[CH3:36])([CH:32]([CH3:34])[CH3:33])[CH:29]([CH3:31])[CH3:30])[C:14]#[C:15][Si:16]([CH:23]([CH3:25])[CH3:24])([CH:20]([CH3:22])[CH3:21])[CH:17]([CH3:19])[CH3:18])([CH:8]([CH3:10])[CH3:9])[CH:5]([CH3:7])[CH3:6])([CH3:3])[CH3:2].[Li+].[Cl-].[CH3:52][NH+:53]([C:55]1[CH:60]=[CH:59][CH:58]=[CH:57][CH:56]=1)[CH3:54]. (2) Given the product [C:1]([C:3]1[CH:4]=[C:5]([C:13]2[O:17][N:16]=[C:15]([C:18]3[CH:23]=[CH:22][C:21]([O:24][CH2:25][CH2:26][CH2:27][C:28]([OH:30])=[O:29])=[CH:20][C:19]=3[CH2:33][CH3:34])[N:14]=2)[CH:6]=[CH:7][C:8]=1[O:9][CH:10]([CH3:12])[CH3:11])#[N:2], predict the reactants needed to synthesize it. The reactants are: [C:1]([C:3]1[CH:4]=[C:5]([C:13]2[O:17][N:16]=[C:15]([C:18]3[CH:23]=[CH:22][C:21]([O:24][CH2:25][CH2:26][CH2:27][C:28]([O:30]CC)=[O:29])=[CH:20][C:19]=3[CH2:33][CH3:34])[N:14]=2)[CH:6]=[CH:7][C:8]=1[O:9][CH:10]([CH3:12])[CH3:11])#[N:2].[OH-].[Na+]. (3) Given the product [CH2:1]([CH:3]([CH2:27][CH2:28][CH2:29][CH3:30])[CH2:4][O:5][C:6]1[C:15]2[C:10](=[C:11]([O:17][CH2:18][CH:19]([CH2:24][CH3:25])[CH2:20][CH2:21][CH2:22][CH3:23])[C:12]([CH:42]=[O:41])=[CH:13][CH:14]=2)[CH:9]=[CH:8][C:7]=1[CH:39]=[O:40])[CH3:2], predict the reactants needed to synthesize it. The reactants are: [CH2:1]([CH:3]([CH2:27][CH2:28][CH2:29][CH3:30])[CH2:4][O:5][C:6]1[C:15]2[C:10](=[C:11]([O:17][CH2:18][CH:19]([CH2:24][CH3:25])[CH2:20][CH2:21][CH2:22][CH3:23])[C:12](Br)=[CH:13][CH:14]=2)[CH:9]=[CH:8][C:7]=1Br)[CH3:2].C([Li])CCC.CN([CH:39]=[O:40])C.[O:41]1CCC[CH2:42]1. (4) The reactants are: [C:1]1([CH2:7][CH:8]([C:10]2([C:16]3[CH:21]=[CH:20][CH:19]=[CH:18][CH:17]=3)SCCCS2)[OH:9])[CH:6]=[CH:5][CH:4]=[CH:3][CH:2]=1.C(#N)C.[OH2:25]. Given the product [OH:9][CH:8]([CH2:7][C:1]1[CH:6]=[CH:5][CH:4]=[CH:3][CH:2]=1)[C:10]([C:16]1[CH:21]=[CH:20][CH:19]=[CH:18][CH:17]=1)=[O:25], predict the reactants needed to synthesize it.